From a dataset of Catalyst prediction with 721,799 reactions and 888 catalyst types from USPTO. Predict which catalyst facilitates the given reaction. Reactant: [C:1]([N:8]([CH2:10][C:11]([OH:13])=O)[CH3:9])([O:3]C(C)(C)C)=[O:2].CCN(C(C)C)C(C)C.CN(C(ON1N=NC2C=CC=NC1=2)=[N+](C)C)C.F[P-](F)(F)(F)(F)F.[F:47][C:48]([F:57])([F:56])[C:49]1[CH:50]=[C:51]([CH:53]=[CH:54][CH:55]=1)[NH2:52]. Product: [CH3:9][N:8]([CH2:10][C:11](=[O:13])[NH:52][C:51]1[CH:53]=[CH:54][CH:55]=[C:49]([C:48]([F:47])([F:56])[F:57])[CH:50]=1)[C:1](=[O:2])[OH:3]. The catalyst class is: 329.